This data is from Catalyst prediction with 721,799 reactions and 888 catalyst types from USPTO. The task is: Predict which catalyst facilitates the given reaction. Reactant: [C:1]([O:5][C:6](=[O:22])[N:7]([CH2:11][CH:12]([C:14]1[CH:19]=[CH:18][C:17]([Br:20])=[C:16]([F:21])[CH:15]=1)[OH:13])[CH2:8][CH2:9]O)([CH3:4])([CH3:3])[CH3:2].O1CCCC1.CS(Cl)(=O)=O.CCC([O-])(C)C.[K+]. Product: [C:1]([O:5][C:6]([N:7]1[CH2:8][CH2:9][O:13][CH:12]([C:14]2[CH:19]=[CH:18][C:17]([Br:20])=[C:16]([F:21])[CH:15]=2)[CH2:11]1)=[O:22])([CH3:4])([CH3:3])[CH3:2]. The catalyst class is: 13.